Predict the reactants needed to synthesize the given product. From a dataset of Full USPTO retrosynthesis dataset with 1.9M reactions from patents (1976-2016). (1) The reactants are: F[C:2]1[N:7]=[CH:6][C:5]([CH:8]2[CH2:13][CH2:12][CH2:11][N:10](COCC[Si](C)(C)C)[C:9]2=O)=[CH:4][CH:3]=1.[OH-:23].[NH4+:24]. Given the product [NH2:24][C:2]1[N:7]=[CH:6][C:5]([CH:8]2[CH2:9][NH:10][C:11](=[O:23])[CH2:12][CH2:13]2)=[CH:4][CH:3]=1, predict the reactants needed to synthesize it. (2) Given the product [OH:32][C:30]([CH3:33])([CH3:31])[CH2:29][O:28][CH2:27][C:25]1[N:26]=[C:21]([NH:1][C:2]2[S:3][C:4]([C:10]3[CH:11]=[CH:12][C:13]([S:16]([CH3:19])(=[O:18])=[O:17])=[CH:14][CH:15]=3)=[CH:5][C:6]=2[C:7]([NH2:9])=[O:8])[CH:22]=[CH:23][CH:24]=1, predict the reactants needed to synthesize it. The reactants are: [NH2:1][C:2]1[S:3][C:4]([C:10]2[CH:15]=[CH:14][C:13]([S:16]([CH3:19])(=[O:18])=[O:17])=[CH:12][CH:11]=2)=[CH:5][C:6]=1[C:7]([NH2:9])=[O:8].Br[C:21]1[N:26]=[C:25]([CH2:27][O:28][CH2:29][C:30]([CH3:33])([OH:32])[CH3:31])[CH:24]=[CH:23][CH:22]=1.C([O-])([O-])=O.[K+].[K+].CC(C1C=C(C(C)C)C(C2C=CC=CC=2P(C2CCCCC2)C2CCCCC2)=C(C(C)C)C=1)C.C(O)(CC)(C)C.